This data is from Full USPTO retrosynthesis dataset with 1.9M reactions from patents (1976-2016). The task is: Predict the reactants needed to synthesize the given product. (1) Given the product [Cl:29][C:30]1[CH:31]=[C:32](/[CH:37]=[CH:38]/[C:39]([N:41]2[CH2:47][CH2:46][C:45](=[O:48])[N:44]([CH:49]([C:50]([N:11]3[CH2:16][CH2:17][CH2:18][CH2:19]3)=[O:54])[CH2:53][CH2:52][OH:51])[CH2:43][CH2:42]2)=[O:40])[CH:33]=[CH:34][C:35]=1[Cl:36], predict the reactants needed to synthesize it. The reactants are: COC(=O)C(N1C(=O)CC[N:11]([C:16](=O)/[CH:17]=[CH:18]/[C:19]2C=CC(Cl)=C(Cl)C=2)CC1)CCO.[Cl:29][C:30]1[CH:31]=[C:32](/[CH:37]=[CH:38]/[C:39]([N:41]2[CH2:47][CH2:46][C:45](=[O:48])[N:44]([CH:49]3[CH2:53][CH2:52][O:51][C:50]3=[O:54])[CH2:43][CH2:42]2)=[O:40])[CH:33]=[CH:34][C:35]=1[Cl:36].N1CCCC1. (2) The reactants are: [CH3:1][C:2]([C:7]1[O:11][N:10]=[C:9]([CH3:12])[N:8]=1)([CH3:6])[C:3](=[O:5])[CH3:4].C(O[CH:18](N(C)C)[N:19]([CH3:21])[CH3:20])(C)(C)C. Given the product [CH3:18][N:19]([CH3:21])[CH:20]=[CH:4][C:3](=[O:5])[C:2]([CH3:1])([C:7]1[O:11][N:10]=[C:9]([CH3:12])[N:8]=1)[CH3:6], predict the reactants needed to synthesize it. (3) Given the product [OH:32][C:33]1[CH:34]=[CH:35][C:36]2[C:40]([O:41][C:42]3[CH:43]=[CH:44][C:45](/[CH:48]=[CH:49]/[C:50]([OH:52])=[O:51])=[CH:46][CH:47]=3)=[C:39]([C:54]3[CH:55]=[CH:56][C:57]([O:60][CH3:61])=[CH:58][CH:59]=3)[S:38][C:37]=2[CH:62]=1, predict the reactants needed to synthesize it. The reactants are: OC1C=CC(C2SC3C=C(OC)C=CC=3C=2OC2C=CC(/C=C/C(OC)=O)=CC=2)=CC=1.[OH:32][C:33]1[CH:34]=[CH:35][C:36]2[C:40]([O:41][C:42]3[CH:47]=[CH:46][C:45](/[CH:48]=[CH:49]/[C:50]([O:52]C)=[O:51])=[CH:44][CH:43]=3)=[C:39]([C:54]3[CH:59]=[CH:58][C:57]([O:60][CH3:61])=[CH:56][CH:55]=3)[S:38][C:37]=2[CH:62]=1.O.[Li+].[OH-]. (4) Given the product [CH3:36][O:35][C:20]1[C:18]2[N:19]=[C:15]([NH:14][C:12](=[O:13])[C:11]3[CH:37]=[CH:38][C:8]([N:1]4[CH2:5][CH2:4][CH2:3][CH2:2]4)=[CH:9][C:10]=3[CH3:39])[S:16][C:17]=2[C:23]([C:24]2[N:25]=[C:26]([N:29]3[CH2:30][CH2:31][O:32][CH2:33][CH2:34]3)[S:27][CH:28]=2)=[CH:22][CH:21]=1, predict the reactants needed to synthesize it. The reactants are: [NH:1]1[CH2:5][CH2:4][CH2:3][CH2:2]1.ClC[C:8]1[CH:38]=[CH:37][C:11]([C:12]([NH:14][C:15]2[S:16][C:17]3[C:23]([C:24]4[N:25]=[C:26]([N:29]5[CH2:34][CH2:33][O:32][CH2:31][CH2:30]5)[S:27][CH:28]=4)=[CH:22][CH:21]=[C:20]([O:35][CH3:36])[C:18]=3[N:19]=2)=[O:13])=[CH:10][CH:9]=1.[CH2:39]1COCC1.